Dataset: Full USPTO retrosynthesis dataset with 1.9M reactions from patents (1976-2016). Task: Predict the reactants needed to synthesize the given product. (1) Given the product [S:8]1[CH:9]=[CH:10][CH:11]=[C:7]1[C:5]1[NH:4][N:3]=[C:2]([NH:1][C:27]([C:24]2[CH:23]=[CH:22][C:21]([C:12]3[CH:13]=[CH:14][C:15]([C:18]([NH:1][C:2]4[CH:6]=[C:5]([C:7]5[S:8][CH:9]=[CH:10][CH:11]=5)[NH:4][N:3]=4)=[O:20])=[CH:16][CH:17]=3)=[CH:26][CH:25]=2)=[O:29])[CH:6]=1, predict the reactants needed to synthesize it. The reactants are: [NH2:1][C:2]1[CH:6]=[C:5]([C:7]2[S:8][CH:9]=[CH:10][CH:11]=2)[NH:4][N:3]=1.[C:12]1([C:21]2[CH:26]=[CH:25][C:24]([C:27]([O-:29])=O)=[CH:23][CH:22]=2)[CH:17]=[CH:16][C:15]([C:18]([O-:20])=O)=[CH:14][CH:13]=1. (2) The reactants are: [CH2:1]([O:8][C:9]1[CH:14]=[C:13]([O:15][CH2:16][C:17]2[CH:22]=[CH:21][CH:20]=[CH:19][CH:18]=2)C(C=O)=[CH:11][C:10]=1[CH2:25][CH2:26][CH2:27][O:28][CH2:29][CH2:30][CH2:31][O:32][CH2:33][CH2:34][CH2:35][C:36]1[CH:41]=[C:40]([CH:42]=O)[C:39]([O:44][CH2:45][C:46]2[CH:51]=[CH:50][CH:49]=[CH:48][CH:47]=2)=[CH:38][C:37]=1[O:52][CH2:53][C:54]1[CH:59]=[CH:58][CH:57]=[CH:56][CH:55]=1)[C:2]1[CH:7]=[CH:6][CH:5]=[CH:4][CH:3]=1.Cl.[NH2:61]O.C([N:65]([CH2:68][CH3:69])CC)C.C1(=O)OC(=O)C2=CC=CC=C12. Given the product [C:42]([C:40]1[C:39]([O:44][CH2:45][C:46]2[CH:51]=[CH:50][CH:49]=[CH:48][CH:47]=2)=[CH:38][C:37]([O:52][CH2:53][C:54]2[CH:59]=[CH:58][CH:57]=[CH:56][CH:55]=2)=[C:36]([CH2:35][CH2:34][CH2:33][O:32][CH2:31][CH2:30][CH2:29][O:28][CH2:27][CH2:26][CH2:25][C:10]2[CH:11]=[C:69]([C:68]#[N:65])[C:13]([O:15][CH2:16][C:17]3[CH:22]=[CH:21][CH:20]=[CH:19][CH:18]=3)=[CH:14][C:9]=2[O:8][CH2:1][C:2]2[CH:7]=[CH:6][CH:5]=[CH:4][CH:3]=2)[CH:41]=1)#[N:61], predict the reactants needed to synthesize it. (3) Given the product [Cl:1][C:2]1[N:6]([C:7]2[N:8]=[CH:9][N:10]=[C:11]([NH2:18])[CH:12]=2)[C:5]2[CH:14]=[CH:15][CH:16]=[CH:17][C:4]=2[N:3]=1, predict the reactants needed to synthesize it. The reactants are: [Cl:1][C:2]1[N:6]([C:7]2[CH:12]=[C:11](Cl)[N:10]=[CH:9][N:8]=2)[C:5]2[CH:14]=[CH:15][CH:16]=[CH:17][C:4]=2[N:3]=1.[NH3:18]. (4) Given the product [C:22]1([CH:21]=[O:20])[C:35]2[C:26](=[CH:27][C:28]3[C:33]([CH:34]=2)=[C:32]([CH:36]=[O:37])[CH:31]=[CH:30][CH:29]=3)[CH:25]=[CH:24][CH:23]=1, predict the reactants needed to synthesize it. The reactants are: CC1C2C(=C(B3OC(C)(C)C(C)(C)O3)C=CC=2)NC=1.[OH:20][CH2:21][C:22]1[C:35]2[C:26](=[CH:27][C:28]3[C:33]([CH:34]=2)=[C:32]([CH2:36][OH:37])[CH:31]=[CH:30][CH:29]=3)[CH:25]=[CH:24][CH:23]=1. (5) Given the product [Si:36]([O:35][CH2:34][CH2:33][C:13]1([C:16]#[N:17])[CH2:14][CH2:15][N:10]([C:8]2[S:9][C:5]3[CH:4]=[C:3]([C:2]([F:1])([F:20])[F:21])[CH:19]=[CH:18][C:6]=3[N:7]=2)[CH2:11][CH2:12]1)([C:39]([CH3:42])([CH3:41])[CH3:40])([CH3:38])[CH3:37], predict the reactants needed to synthesize it. The reactants are: [F:1][C:2]([F:21])([F:20])[C:3]1[CH:19]=[CH:18][C:6]2[N:7]=[C:8]([N:10]3[CH2:15][CH2:14][CH:13]([C:16]#[N:17])[CH2:12][CH2:11]3)[S:9][C:5]=2[CH:4]=1.C[Si]([N-][Si](C)(C)C)(C)C.[Li+].Br[CH2:33][CH2:34][O:35][Si:36]([C:39]([CH3:42])([CH3:41])[CH3:40])([CH3:38])[CH3:37]. (6) Given the product [Cl:1][C:2]1[N:6]([CH3:17])[C:5]2[CH:7]=[CH:8][CH:9]=[CH:10][C:4]=2[N:3]=1, predict the reactants needed to synthesize it. The reactants are: [Cl:1][C:2]1[NH:3][C:4]2[CH:10]=[CH:9][CH:8]=[CH:7][C:5]=2[N:6]=1.[OH-].[Na+].S(OC)(O[CH3:17])(=O)=O. (7) Given the product [CH3:18][CH:14]1[CH2:19][C:9]2[C:8](=[CH:7][C:6]([CH3:5])=[C:11]([CH3:12])[CH:10]=2)[C:15]1=[O:16], predict the reactants needed to synthesize it. The reactants are: [Al+3].[Cl-].[Cl-].[Cl-].[CH3:5][C:6]1[CH:7]=[CH:8][CH:9]=[CH:10][C:11]=1[CH3:12].Br[C:14]([CH3:19])([CH3:18])[C:15](Br)=[O:16]. (8) The reactants are: [CH3:1][O:2][C:3]([NH:5][C@H:6]([C:10]([N:12]1[CH2:45][CH2:44][CH2:43][C@H:13]1[C:14]([NH:16][C@H:17]([C:21]([C:23]1[O:27][C:26](=[O:28])[N:25]([C:29]2[CH:34]=[CH:33][C:32]([O:35]CC3C=CC=CC=3)=[CH:31][CH:30]=2)[N:24]=1)=[O:22])[CH:18]([CH3:20])[CH3:19])=[O:15])=[O:11])[CH:7]([CH3:9])[CH3:8])=[O:4]. Given the product [CH3:1][O:2][C:3]([NH:5][C@H:6]([C:10]([N:12]1[CH2:45][CH2:44][CH2:43][C@H:13]1[C:14]([NH:16][C@H:17]([C:21]([C:23]1[O:27][C:26](=[O:28])[N:25]([C:29]2[CH:30]=[CH:31][C:32]([OH:35])=[CH:33][CH:34]=2)[N:24]=1)=[O:22])[CH:18]([CH3:20])[CH3:19])=[O:15])=[O:11])[CH:7]([CH3:8])[CH3:9])=[O:4], predict the reactants needed to synthesize it. (9) Given the product [F:47][C:30]1([F:29])[O:34][C:33]2[CH:35]=[C:36]([CH3:46])[C:37]([C:39]3[CH:40]=[CH:41][C:42]([NH:43][C:8]([C:4]4[CH:5]=[N:6][CH:7]=[C:2]([F:1])[CH:3]=4)=[O:10])=[CH:44][CH:45]=3)=[CH:38][C:32]=2[O:31]1, predict the reactants needed to synthesize it. The reactants are: [F:1][C:2]1[CH:3]=[C:4]([C:8]([OH:10])=O)[CH:5]=[N:6][CH:7]=1.ClC1N=C(OC)N=C(OC)N=1.CN1CCOCC1.[F:29][C:30]1([F:47])[O:34][C:33]2[CH:35]=[C:36]([CH3:46])[C:37]([C:39]3[CH:45]=[CH:44][C:42]([NH2:43])=[CH:41][CH:40]=3)=[CH:38][C:32]=2[O:31]1.C([O-])(O)=O.[Na+].CC(=O)OCC.